This data is from Full USPTO retrosynthesis dataset with 1.9M reactions from patents (1976-2016). The task is: Predict the reactants needed to synthesize the given product. (1) Given the product [F:25][C:19]1[C:20]([F:24])=[CH:21][CH:22]=[CH:23][C:18]=1[C:16]1[N:17]=[C:12]2[CH:11]=[N:10][N:9]([CH2:8][C:5]3[N:6]=[N:7][C:2]([C:32]4[CH:31]=[CH:30][C:29]([O:28][C:27]([F:26])([F:38])[F:39])=[CH:34][CH:33]=4)=[CH:3][CH:4]=3)[CH:14]=[C:13]2[N:15]=1, predict the reactants needed to synthesize it. The reactants are: Cl[C:2]1[N:7]=[N:6][C:5]([CH2:8][N:9]2[CH:14]=[C:13]3[N:15]=[C:16]([C:18]4[CH:23]=[CH:22][CH:21]=[C:20]([F:24])[C:19]=4[F:25])[N:17]=[C:12]3[CH:11]=[N:10]2)=[CH:4][CH:3]=1.[F:26][C:27]([F:39])([F:38])[O:28][C:29]1[CH:34]=[CH:33][C:32](B(O)O)=[CH:31][CH:30]=1. (2) Given the product [CH3:15][O:14][C:11]1[N:10]=[CH:9][C:8]([CH2:7][C:6]2[C:5](=[O:16])[NH:21][C:22](=[S:23])[NH:24][CH:17]=2)=[CH:13][CH:12]=1, predict the reactants needed to synthesize it. The reactants are: [H-].[Na+].CO[C:5](=[O:16])[CH2:6][CH2:7][C:8]1[CH:9]=[N:10][C:11]([O:14][CH3:15])=[CH:12][CH:13]=1.[CH:17](OC)=O.[NH2:21][C:22]([NH2:24])=[S:23]. (3) The reactants are: [CH:1]1([N:4]([CH2:39][C:40]2[CH:45]=[C:44]([CH2:46][CH2:47][CH2:48][O:49][CH3:50])[CH:43]=[C:42]([O:51][CH2:52][C@@H:53]3[CH2:55][C@H:54]3[C:56](OCC)=[O:57])[CH:41]=2)[C:5]([C@@H:7]2[C@@H:12]([C:13]3[CH:18]=[CH:17][C:16]([O:19][CH2:20][CH2:21][O:22][C:23]4[C:28]([Cl:29])=[CH:27][C:26]([CH3:30])=[CH:25][C:24]=4[Cl:31])=[CH:15][CH:14]=3)[CH2:11][CH2:10][N:9]([C:32]([O:34][C:35]([CH3:38])([CH3:37])[CH3:36])=[O:33])[CH2:8]2)=[O:6])[CH2:3][CH2:2]1.[H-].C([Al+]CC(C)C)C(C)C.CCOC(C)=O.[C@H](O)(C([O-])=O)[C@@H](O)C([O-])=O.[Na+].[K+]. Given the product [CH:1]1([N:4]([CH2:39][C:40]2[CH:45]=[C:44]([CH2:46][CH2:47][CH2:48][O:49][CH3:50])[CH:43]=[C:42]([O:51][CH2:52][C@@H:53]3[CH2:55][C@H:54]3[CH2:56][OH:57])[CH:41]=2)[C:5]([C@@H:7]2[C@@H:12]([C:13]3[CH:14]=[CH:15][C:16]([O:19][CH2:20][CH2:21][O:22][C:23]4[C:28]([Cl:29])=[CH:27][C:26]([CH3:30])=[CH:25][C:24]=4[Cl:31])=[CH:17][CH:18]=3)[CH2:11][CH2:10][N:9]([C:32]([O:34][C:35]([CH3:38])([CH3:36])[CH3:37])=[O:33])[CH2:8]2)=[O:6])[CH2:3][CH2:2]1, predict the reactants needed to synthesize it. (4) The reactants are: B(Br)(Br)Br.C[O:6][C:7]1[CH:8]=[C:9]([C@@H:15]([CH3:19])[C:16]([OH:18])=[O:17])[CH:10]=[C:11]([O:13]C)[CH:12]=1.CCCCCC. Given the product [OH:6][C:7]1[CH:8]=[C:9]([C@@H:15]([CH3:19])[C:16]([OH:18])=[O:17])[CH:10]=[C:11]([OH:13])[CH:12]=1, predict the reactants needed to synthesize it. (5) Given the product [CH3:1][C:2]1[CH:7]=[CH:6][CH:5]=[CH:4][C:3]=1[C:8]1[O:12][N:11]=[CH:10][C:9]=1[C:13]([OH:15])=[O:14], predict the reactants needed to synthesize it. The reactants are: [CH3:1][C:2]1[CH:7]=[CH:6][CH:5]=[CH:4][C:3]=1[C:8]1[O:12][N:11]=[CH:10][C:9]=1[C:13]([O:15]C)=[O:14].Cl. (6) Given the product [Cl:45][C:2]([Cl:1])([Cl:44])[C:3]([O:6][C:7]([N:9]1[C@H:14]2[C:15]([C:32]([O:34][CH2:35][CH3:36])=[O:33])=[C:16]([C:18]3[CH:23]=[CH:22][C:21]([OH:24])=[CH:20][CH:19]=3)[CH2:17][C@@H:10]1[CH2:11][N:12]([C:37]([O:39][C:40]([CH3:43])([CH3:42])[CH3:41])=[O:38])[CH2:13]2)=[O:8])([CH3:4])[CH3:5], predict the reactants needed to synthesize it. The reactants are: [Cl:1][C:2]([Cl:45])([Cl:44])[C:3]([O:6][C:7]([N:9]1[C@H:14]2[C:15]([C:32]([O:34][CH2:35][CH3:36])=[O:33])=[C:16]([C:18]3[CH:23]=[CH:22][C:21]([O:24][Si](C(C)(C)C)(C)C)=[CH:20][CH:19]=3)[CH2:17][C@@H:10]1[CH2:11][N:12]([C:37]([O:39][C:40]([CH3:43])([CH3:42])[CH3:41])=[O:38])[CH2:13]2)=[O:8])([CH3:5])[CH3:4].CC1C=CC(S(O)(=O)=O)=CC=1.C([O-])([O-])=O.[Na+].[Na+]. (7) Given the product [C:24]([N:20]1[CH2:21][CH2:22][CH:17]([C:2]([CH3:1])([S:4]([C:7]2[CH:12]=[CH:11][CH:10]=[C:9]([C:13]([F:14])([F:16])[F:15])[CH:8]=2)(=[O:5])=[O:6])[CH3:3])[CH2:18][C:19]1=[O:23])(=[O:31])[C:25]1[CH:30]=[CH:29][CH:28]=[CH:27][CH:26]=1, predict the reactants needed to synthesize it. The reactants are: [CH3:1][C:2]([CH:17]1[CH2:22][CH2:21][NH:20][C:19](=[O:23])[CH2:18]1)([S:4]([C:7]1[CH:12]=[CH:11][CH:10]=[C:9]([C:13]([F:16])([F:15])[F:14])[CH:8]=1)(=[O:6])=[O:5])[CH3:3].[C:24](Cl)(=[O:31])[C:25]1[CH:30]=[CH:29][CH:28]=[CH:27][CH:26]=1.O.